From a dataset of Full USPTO retrosynthesis dataset with 1.9M reactions from patents (1976-2016). Predict the reactants needed to synthesize the given product. (1) Given the product [S:1]1[C:5]2[CH:6]=[CH:7][CH:8]=[CH:9][C:4]=2[N:3]=[C:2]1[O:10][C:11]1[CH:16]=[CH:15][C:14]([CH2:17][CH2:18][N:19]([CH2:24][CH:25]2[CH2:26][CH2:27]2)[CH2:20][CH2:21][CH2:22][NH:23][C:35](=[O:37])[CH3:36])=[CH:13][CH:12]=1, predict the reactants needed to synthesize it. The reactants are: [S:1]1[C:5]2[CH:6]=[CH:7][CH:8]=[CH:9][C:4]=2[N:3]=[C:2]1[O:10][C:11]1[CH:16]=[CH:15][C:14]([CH2:17][CH2:18][N:19]([CH2:24][CH:25]2[CH2:27][CH2:26]2)[CH2:20][CH2:21][CH2:22][NH2:23])=[CH:13][CH:12]=1.C(N(CC)CC)C.[C:35](OC(=O)C)(=[O:37])[CH3:36]. (2) Given the product [C:1]1([N:7]2[CH2:12][CH2:11][CH2:10][C@@H:9]([NH:13][C:14]([C:16]3[CH:17]=[C:18]4[C:22](=[CH:23][CH:24]=3)[NH:21][N:20]=[C:19]4[C:44]3[CH:45]=[CH:46][N:47]=[CH:48][CH:49]=3)=[O:15])[CH2:8]2)[CH:6]=[CH:5][CH:4]=[CH:3][CH:2]=1, predict the reactants needed to synthesize it. The reactants are: [C:1]1([N:7]2[CH2:12][CH2:11][CH2:10][C@@H:9]([NH:13][C:14]([C:16]3[CH:17]=[C:18]4[C:22](=[CH:23][CH:24]=3)[N:21](C(C3C=CC=CC=3)(C3C=CC=CC=3)C3C=CC=CC=3)[N:20]=[C:19]4[C:44]3[CH:49]=[CH:48][N:47]=[CH:46][CH:45]=3)=[O:15])[CH2:8]2)[CH:6]=[CH:5][CH:4]=[CH:3][CH:2]=1.C(O)(C(F)(F)F)=O.C([SiH](CC)CC)C. (3) Given the product [CH3:1][S:2]([C:5]1[N:10]=[C:9]([CH3:11])[C:8]([OH:12])=[CH:7][CH:6]=1)(=[O:4])=[O:3], predict the reactants needed to synthesize it. The reactants are: [CH3:1][S:2]([C:5]1[N:10]=[C:9]([CH3:11])[C:8]([O:12]C(=O)C)=[CH:7][CH:6]=1)(=[O:4])=[O:3].[OH-].[Na+].Cl. (4) Given the product [C:26]([Si:13]([C:20]1[CH:25]=[CH:24][CH:23]=[CH:22][CH:21]=1)([C:14]1[CH:15]=[CH:16][CH:17]=[CH:18][CH:19]=1)[O:30][CH:31]1[CH2:36][CH2:35][C:34]([O:37][Si:7]([CH3:10])([CH3:9])[CH3:8])=[CH:33][CH2:32]1)([CH3:29])([CH3:27])[CH3:28], predict the reactants needed to synthesize it. The reactants are: FC(F)(F)S(O[Si:7]([CH3:10])([CH3:9])[CH3:8])(=O)=O.[Si:13]([O:30][CH:31]1[CH2:36][CH2:35][C:34](=[O:37])[CH2:33][CH2:32]1)([C:26]([CH3:29])([CH3:28])[CH3:27])([C:20]1[CH:25]=[CH:24][CH:23]=[CH:22][CH:21]=1)[C:14]1[CH:19]=[CH:18][CH:17]=[CH:16][CH:15]=1.C(N(CC)CC)C. (5) Given the product [CH:1]1([N:7]([CH2:25][CH:26]2[CH2:27][CH2:28]2)[C:8]2[N:13]=[CH:12][N:11]=[C:10]([C:14]([NH:16][C:17]3[CH:18]=[CH:19][C:20]([CH2:23][N:39]4[CH2:38][CH2:37][N:36]([C:29]([O:31][C:32]([CH3:35])([CH3:34])[CH3:33])=[O:30])[CH2:41][CH2:40]4)=[CH:21][CH:22]=3)=[O:15])[CH:9]=2)[CH2:6][CH2:5][CH2:4][CH2:3][CH2:2]1, predict the reactants needed to synthesize it. The reactants are: [CH:1]1([N:7]([CH2:25][CH:26]2[CH2:28][CH2:27]2)[C:8]2[N:13]=[CH:12][N:11]=[C:10]([C:14]([NH:16][C:17]3[CH:22]=[CH:21][C:20]([CH:23]=O)=[CH:19][CH:18]=3)=[O:15])[CH:9]=2)[CH2:6][CH2:5][CH2:4][CH2:3][CH2:2]1.[C:29]([N:36]1[CH2:41][CH2:40][NH:39][CH2:38][CH2:37]1)([O:31][C:32]([CH3:35])([CH3:34])[CH3:33])=[O:30]. (6) Given the product [CH2:1]([N:8]1[C:16]2/[C:15](=[N:25]/[NH2:26])/[NH:14][C:13](=[O:19])[N:12]([CH2:20][CH2:21][CH2:22][CH2:23][CH3:24])[C:11]=2[N:10]=[CH:9]1)[C:2]1[CH:7]=[CH:6][CH:5]=[CH:4][CH:3]=1, predict the reactants needed to synthesize it. The reactants are: [CH2:1]([N:8]1[C:16]2[C:15](SC)=[N:14][C:13](=[O:19])[N:12]([CH2:20][CH2:21][CH2:22][CH2:23][CH3:24])[C:11]=2[N:10]=[CH:9]1)[C:2]1[CH:7]=[CH:6][CH:5]=[CH:4][CH:3]=1.[NH2:25][NH2:26]. (7) Given the product [CH3:12][O:11][C:8]1[CH:9]=[CH:10][C:2]([NH:1][C:25](=[O:26])[C:24]2[CH:28]=[CH:29][CH:30]=[C:22]([N+:19]([O-:21])=[O:20])[CH:23]=2)=[C:3]([CH:7]=1)[C:4]([NH2:6])=[O:5], predict the reactants needed to synthesize it. The reactants are: [NH2:1][C:2]1[CH:10]=[CH:9][C:8]([O:11][CH3:12])=[CH:7][C:3]=1[C:4]([NH2:6])=[O:5].N1C=CC=CC=1.[N+:19]([C:22]1[CH:23]=[C:24]([CH:28]=[CH:29][CH:30]=1)[C:25](Cl)=[O:26])([O-:21])=[O:20].